Dataset: Catalyst prediction with 721,799 reactions and 888 catalyst types from USPTO. Task: Predict which catalyst facilitates the given reaction. (1) Reactant: [C:1]([O:5][C:6](=[O:34])[N:7]([CH2:9][C:10]1[CH:11]=[N:12][C:13]([F:33])=[CH:14][C:15]=1[C:16]1[C:21]2[S:22][C:23]([C:25]3[C:30]([F:31])=[CH:29][N:28]=[C:27](Cl)[N:26]=3)=[CH:24][C:20]=2[CH:19]=[CH:18][CH:17]=1)[CH3:8])([CH3:4])([CH3:3])[CH3:2].C(N(CC)CC)C.FC(F)(F)C(O)=O.[NH2:49][CH2:50][CH2:51][N:52]1[CH:56]=[CH:55][NH:54][C:53]1=[O:57]. Product: [F:33][C:13]1[N:12]=[CH:11][C:10]([CH2:9][N:7]([CH3:8])[C:6](=[O:34])[O:5][C:1]([CH3:4])([CH3:3])[CH3:2])=[C:15]([C:16]2[C:21]3[S:22][C:23]([C:25]4[C:30]([F:31])=[CH:29][N:28]=[C:27]([NH:49][CH2:50][CH2:51][N:52]5[CH:56]=[CH:55][NH:54][C:53]5=[O:57])[N:26]=4)=[CH:24][C:20]=3[CH:19]=[CH:18][CH:17]=2)[CH:14]=1. The catalyst class is: 51. (2) Reactant: [CH2:1](O)[CH2:2][CH2:3][CH2:4][CH2:5][CH2:6][CH2:7][OH:8].[BrH:10].O. Product: [Br:10][CH2:1][CH2:2][CH2:3][CH2:4][CH2:5][CH2:6][CH2:7][OH:8]. The catalyst class is: 48. (3) Reactant: [H-].[Na+].[F:3][C:4]1[CH:5]=[C:6]([CH2:22][OH:23])[CH:7]=[C:8]([F:21])[C:9]=1[O:10][C:11]1[CH:16]=[CH:15][N:14]=[C:13]([C:17]([F:20])([F:19])[F:18])[CH:12]=1.Cl[C:25]1[CH:26]=[C:27]2[N:34]([CH3:35])[C@@H:33]([CH3:36])[CH2:32][N:28]2[C:29](=[O:31])[N:30]=1. Product: [F:3][C:4]1[CH:5]=[C:6]([CH:7]=[C:8]([F:21])[C:9]=1[O:10][C:11]1[CH:16]=[CH:15][N:14]=[C:13]([C:17]([F:18])([F:19])[F:20])[CH:12]=1)[CH2:22][O:23][C:25]1[CH:26]=[C:27]2[N:34]([CH3:35])[C@@H:33]([CH3:36])[CH2:32][N:28]2[C:29](=[O:31])[N:30]=1. The catalyst class is: 9.